From a dataset of NCI-60 drug combinations with 297,098 pairs across 59 cell lines. Regression. Given two drug SMILES strings and cell line genomic features, predict the synergy score measuring deviation from expected non-interaction effect. (1) Drug 1: C1CCN(CC1)CCOC2=CC=C(C=C2)C(=O)C3=C(SC4=C3C=CC(=C4)O)C5=CC=C(C=C5)O. Drug 2: CC(C)(C#N)C1=CC(=CC(=C1)CN2C=NC=N2)C(C)(C)C#N. Cell line: SF-268. Synergy scores: CSS=0.269, Synergy_ZIP=0.972, Synergy_Bliss=-1.17, Synergy_Loewe=-0.958, Synergy_HSA=-3.49. (2) Drug 1: COCCOC1=C(C=C2C(=C1)C(=NC=N2)NC3=CC=CC(=C3)C#C)OCCOC. Drug 2: CC1(CCCN1)C2=NC3=C(C=CC=C3N2)C(=O)N. Cell line: T-47D. Synergy scores: CSS=19.6, Synergy_ZIP=-0.716, Synergy_Bliss=-0.989, Synergy_Loewe=-25.2, Synergy_HSA=-2.87.